Dataset: Catalyst prediction with 721,799 reactions and 888 catalyst types from USPTO. Task: Predict which catalyst facilitates the given reaction. (1) Reactant: C(O[C:4]1[C:5](=[O:18])[C:6](=[O:17])[C:7]=1[NH:8][C:9]1[CH:14]=[CH:13][C:12]([OH:15])=[C:11]([CH3:16])[CH:10]=1)C.[CH3:19][O:20][C:21]1[CH:22]=[C:23]([C@H:27]([NH2:29])[CH3:28])[CH:24]=[CH:25][CH:26]=1. Product: [OH:15][C:12]1[CH:13]=[CH:14][C:9]([NH:8][C:7]2[C:6](=[O:17])[C:5](=[O:18])[C:4]=2[NH:29][CH:27]([C:23]2[CH:24]=[CH:25][CH:26]=[C:21]([O:20][CH3:19])[CH:22]=2)[CH3:28])=[CH:10][C:11]=1[CH3:16]. The catalyst class is: 8. (2) Reactant: [Zn:1].Cl.[Br:3]CBr.Br[CH2:7][C:8]1[CH:17]=[CH:16][C:11]([C:12]([O:14][CH3:15])=[O:13])=[CH:10][CH:9]=1. Product: [Br-:3].[CH3:15][O:14][C:12]([C:11]1[CH:16]=[CH:17][C:8]([CH2:7][Zn+:1])=[CH:9][CH:10]=1)=[O:13]. The catalyst class is: 1.